This data is from Full USPTO retrosynthesis dataset with 1.9M reactions from patents (1976-2016). The task is: Predict the reactants needed to synthesize the given product. (1) The reactants are: IC1C=CC(C2CCCC(=O)C2)=CC=1.I[C:16]1[CH:21]=[CH:20][C:19]([CH:22]2[CH2:27][CH2:26][CH2:25][CH:24]([NH:28][CH:29]([C:31]3[C:40]4[C:35](=[CH:36][CH:37]=[CH:38][CH:39]=4)[CH:34]=[CH:33][CH:32]=3)[CH3:30])[CH2:23]2)=[CH:18][CH:17]=1.C([Mg]Cl)(C)C.[O:46]1[CH2:49][C:48](=[O:50])[CH2:47]1. Given the product [C:31]1([C@H:29]([NH:28][CH:24]2[CH2:25][CH2:26][CH2:27][CH:22]([C:19]3[CH:20]=[CH:21][C:16]([C:48]4([OH:50])[CH2:49][O:46][CH2:47]4)=[CH:17][CH:18]=3)[CH2:23]2)[CH3:30])[C:40]2[C:35](=[CH:36][CH:37]=[CH:38][CH:39]=2)[CH:34]=[CH:33][CH:32]=1, predict the reactants needed to synthesize it. (2) Given the product [Br:19][C:4]1[CH:3]=[C:2]([CH3:1])[N:7]=[C:6]([N+:8]([O-:10])=[O:9])[C:5]=1[OH:11], predict the reactants needed to synthesize it. The reactants are: [CH3:1][C:2]1[N:7]=[C:6]([N+:8]([O-:10])=[O:9])[C:5]([OH:11])=[CH:4][CH:3]=1.[OH-].[Na+].C([O-])(=O)C.[Na+].[Br:19]Br. (3) Given the product [Br:23][CH2:24][C:25]([NH:1][CH2:2][CH2:3][N:4]([CH2:20][CH2:21][NH:22][C:25](=[O:26])[CH2:24][Br:23])[C:5](=[O:19])[C:6]1[C:14]([I:15])=[C:13]([NH:16][C:25](=[O:26])[CH2:24][Br:23])[C:12]([I:17])=[C:8]([C:9]([OH:11])=[O:10])[C:7]=1[I:18])=[O:26], predict the reactants needed to synthesize it. The reactants are: [NH2:1][CH2:2][CH2:3][N:4]([CH2:20][CH2:21][NH2:22])[C:5](=[O:19])[C:6]1[C:14]([I:15])=[C:13]([NH2:16])[C:12]([I:17])=[C:8]([C:9]([OH:11])=[O:10])[C:7]=1[I:18].[Br:23][CH2:24][C:25](Br)=[O:26]. (4) Given the product [F:11][C:3]1[CH:4]=[C:5]([N+:8]([O-:10])=[O:9])[CH:6]=[CH:7][C:2]=1[N:12]1[CH2:17][CH2:16][O:15][CH2:14][CH2:13]1, predict the reactants needed to synthesize it. The reactants are: F[C:2]1[CH:7]=[CH:6][C:5]([N+:8]([O-:10])=[O:9])=[CH:4][C:3]=1[F:11].[NH:12]1[CH2:17][CH2:16][O:15][CH2:14][CH2:13]1.C(N(C(C)C)C(C)C)C. (5) Given the product [Cl:12][CH2:11][CH2:10][CH2:9][S:7][C:1]1[CH:6]=[CH:5][CH:4]=[CH:3][CH:2]=1, predict the reactants needed to synthesize it. The reactants are: [C:1]1([SH:7])[CH:6]=[CH:5][CH:4]=[CH:3][CH:2]=1.Br[CH2:9][CH2:10][CH2:11][Cl:12]. (6) Given the product [CH2:13]([O:15][CH2:3][C:4]1[N:5]=[C:6]([NH:9][C:10](=[O:12])[CH3:11])[S:7][CH:8]=1)[CH3:14], predict the reactants needed to synthesize it. The reactants are: [Na].Cl[CH2:3][C:4]1[N:5]=[C:6]([NH:9][C:10](=[O:12])[CH3:11])[S:7][CH:8]=1.[CH2:13]([OH:15])[CH3:14]. (7) Given the product [C:1]1([C:7]2[CH:12]=[C:11]([S:13]([N:16]3[CH2:17][CH2:18][O:19][CH2:20][CH2:21]3)(=[O:14])=[O:15])[CH:10]=[CH:9][C:8]=2[NH:22][C:23]([C:25]2[NH:26][CH:27]=[C:28]([C:30]#[N:31])[N:29]=2)=[O:24])[CH2:6][CH2:5][CH2:4][CH2:3][CH:2]=1, predict the reactants needed to synthesize it. The reactants are: [C:1]1([C:7]2[CH:12]=[C:11]([S:13]([N:16]3[CH2:21][CH2:20][O:19][CH2:18][CH2:17]3)(=[O:15])=[O:14])[CH:10]=[CH:9][C:8]=2[NH:22][C:23]([C:25]2[N:26](COCC[Si](C)(C)C)[CH:27]=[C:28]([C:30]#[N:31])[N:29]=2)=[O:24])[CH2:6][CH2:5][CH2:4][CH2:3][CH:2]=1.C(O)(C(F)(F)F)=O. (8) Given the product [CH3:38][O:37][C:34]1[CH:33]=[CH:32][C:31]([CH2:30][N:8]([CH2:7][C:6]2[CH:5]=[CH:4][C:3]([O:2][CH3:1])=[CH:40][CH:39]=2)[C:9]2[N:10]=[CH:11][C:12]([C:15]3[C:16]4[CH2:29][CH2:28][N:27]([C:42]5[CH:43]=[C:44]([C:48]([N:50]6[CH2:51][CH2:52][N:53]([CH3:56])[CH2:54][CH2:55]6)=[O:49])[CH:45]=[N:46][CH:47]=5)[C:17]=4[N:18]=[C:19]([N:21]4[CH2:26][CH2:25][O:24][CH2:23][CH2:22]4)[N:20]=3)=[CH:13][N:14]=2)=[CH:36][CH:35]=1, predict the reactants needed to synthesize it. The reactants are: [CH3:1][O:2][C:3]1[CH:40]=[CH:39][C:6]([CH2:7][N:8]([CH2:30][C:31]2[CH:36]=[CH:35][C:34]([O:37][CH3:38])=[CH:33][CH:32]=2)[C:9]2[N:14]=[CH:13][C:12]([C:15]3[C:16]4[CH2:29][CH2:28][NH:27][C:17]=4[N:18]=[C:19]([N:21]4[CH2:26][CH2:25][O:24][CH2:23][CH2:22]4)[N:20]=3)=[CH:11][N:10]=2)=[CH:5][CH:4]=1.Br[C:42]1[CH:43]=[C:44]([C:48]([N:50]2[CH2:55][CH2:54][N:53]([CH3:56])[CH2:52][CH2:51]2)=[O:49])[CH:45]=[N:46][CH:47]=1. (9) The reactants are: [NH2:1][C:2]1[CH:3]=[C:4]([NH:9][S:10]([C:13]2[CH:18]=[CH:17][C:16]([F:19])=[CH:15][CH:14]=2)(=[O:12])=[O:11])[C:5]([Cl:8])=[N:6][CH:7]=1.C[Si]([N-][Si](C)(C)C)(C)C.[Li+].F[C:31]1[C:36]([C:37]2[N:42]=[C:41]([CH3:43])[N:40]=[C:39]([N:44]([CH2:54][C:55]3[CH:60]=[CH:59][C:58]([O:61][CH3:62])=[CH:57][CH:56]=3)[CH2:45][C:46]3[CH:51]=[CH:50][C:49]([O:52][CH3:53])=[CH:48][CH:47]=3)[N:38]=2)=[CH:35][CH:34]=[CH:33][N:32]=1. Given the product [CH3:62][O:61][C:58]1[CH:57]=[CH:56][C:55]([CH2:54][N:44]([CH2:45][C:46]2[CH:47]=[CH:48][C:49]([O:52][CH3:53])=[CH:50][CH:51]=2)[C:39]2[N:40]=[C:41]([CH3:43])[N:42]=[C:37]([C:36]3[C:31]([NH:1][C:2]4[CH:3]=[C:4]([NH:9][S:10]([C:13]5[CH:14]=[CH:15][C:16]([F:19])=[CH:17][CH:18]=5)(=[O:11])=[O:12])[C:5]([Cl:8])=[N:6][CH:7]=4)=[N:32][CH:33]=[CH:34][CH:35]=3)[N:38]=2)=[CH:60][CH:59]=1, predict the reactants needed to synthesize it. (10) Given the product [C:10]([O:14][C:15]([N:17]1[CH2:24][C@H:23]2[C@H:19]([CH2:20][CH:21]([CH3:25])[CH2:22]2)[C@H:18]1[CH2:26][NH:27][C:3](=[O:5])[C:2]([F:1])([F:8])[F:9])=[O:16])([CH3:12])([CH3:13])[CH3:11], predict the reactants needed to synthesize it. The reactants are: [F:1][C:2]([F:9])([F:8])[C:3]([O:5]CC)=O.[C:10]([O:14][C:15]([N:17]1[CH2:24][C@H:23]2[C@H:19]([CH2:20][CH:21]([CH3:25])[CH2:22]2)[C@H:18]1[CH2:26][NH2:27])=[O:16])([CH3:13])([CH3:12])[CH3:11].